From a dataset of Forward reaction prediction with 1.9M reactions from USPTO patents (1976-2016). Predict the product of the given reaction. (1) Given the reactants Cl[C:2]1[N:12]=[C:11]2[C:5]([N:6]([CH3:17])[C:7](=[O:16])[CH2:8][CH2:9][N:10]2[CH:13]([CH3:15])[CH3:14])=[CH:4][N:3]=1.[NH2:18][C:19]1[CH:34]=[CH:33][C:22]([C:23]([NH:25][CH:26]2[CH2:31][CH2:30][N:29]([CH3:32])[CH2:28][CH2:27]2)=[O:24])=[CH:21][C:20]=1[Cl:35].O.C1(C)C=CC(S(O)(=O)=O)=CC=1, predict the reaction product. The product is: [Cl:35][C:20]1[CH:21]=[C:22]([CH:33]=[CH:34][C:19]=1[NH:18][C:2]1[N:12]=[C:11]2[C:5](=[CH:4][N:3]=1)[N:6]([CH3:17])[C:7](=[O:16])[CH2:8][CH2:9][N:10]2[CH:13]([CH3:15])[CH3:14])[C:23]([NH:25][CH:26]1[CH2:27][CH2:28][N:29]([CH3:32])[CH2:30][CH2:31]1)=[O:24]. (2) Given the reactants [CH:1]([C:3]1[C:11]2[C:6](=[CH:7][CH:8]=[CH:9][C:10]=2[CH3:12])[NH:5][CH:4]=1)=[O:2].[CH2:13]([O:20][C@@H:21]1[C@@H:26]([O:27][CH2:28][C:29]2[CH:34]=[CH:33][CH:32]=[CH:31][CH:30]=2)[C@@H:25]([O:35][CH2:36][C:37]2[CH:42]=[CH:41][CH:40]=[CH:39][CH:38]=2)[C@@H:24]([CH2:43][O:44][CH2:45][C:46]2[CH:51]=[CH:50][CH:49]=[CH:48][CH:47]=2)[O:23][C@@H:22]1Cl)[C:14]1[CH:19]=[CH:18][CH:17]=[CH:16][CH:15]=1, predict the reaction product. The product is: [CH2:13]([O:20][C@@H:21]1[C@@H:26]([O:27][CH2:28][C:29]2[CH:34]=[CH:33][CH:32]=[CH:31][CH:30]=2)[C@@H:25]([O:35][CH2:36][C:37]2[CH:38]=[CH:39][CH:40]=[CH:41][CH:42]=2)[C@@H:24]([CH2:43][O:44][CH2:45][C:46]2[CH:47]=[CH:48][CH:49]=[CH:50][CH:51]=2)[O:23][C@H:22]1[N:5]1[C:6]2[C:11](=[C:10]([CH3:12])[CH:9]=[CH:8][CH:7]=2)[C:3]([CH:1]=[O:2])=[CH:4]1)[C:14]1[CH:15]=[CH:16][CH:17]=[CH:18][CH:19]=1.